This data is from Forward reaction prediction with 1.9M reactions from USPTO patents (1976-2016). The task is: Predict the product of the given reaction. (1) Given the reactants I[C:2]1[C:3]([C:18]([F:21])([F:20])[F:19])=[N:4][N:5]([CH2:7][C:8]2[CH:13]=[CH:12][C:11]([N+:14]([O-:16])=[O:15])=[C:10]([CH3:17])[CH:9]=2)[CH:6]=1.I[C:23]([F:29])([F:28])[C:24]([F:27])([F:26])[F:25].CN(C=O)C, predict the reaction product. The product is: [CH3:17][C:10]1[CH:9]=[C:8]([CH:13]=[CH:12][C:11]=1[N+:14]([O-:16])=[O:15])[CH2:7][N:5]1[CH:6]=[C:2]([C:23]([F:29])([F:28])[C:24]([F:27])([F:26])[F:25])[C:3]([C:18]([F:21])([F:20])[F:19])=[N:4]1. (2) Given the reactants N#N.[I:3][C:4]1[CH:8]=[CH:7][NH:6][N:5]=1.[CH3:9][C:10](O)([CH3:12])[CH3:11].S(=O)(=O)(O)O, predict the reaction product. The product is: [C:10]([N:6]1[CH:7]=[CH:8][C:4]([I:3])=[N:5]1)([CH3:12])([CH3:11])[CH3:9].